From a dataset of Forward reaction prediction with 1.9M reactions from USPTO patents (1976-2016). Predict the product of the given reaction. (1) Given the reactants [I-].[Na+].[C:3]([C:5]1[CH:6]=[C:7]([C:11]2[CH:23]=[CH:22][C:14]3[NH:15][C:16](=[O:21])[O:17][C:18]([CH3:20])([CH3:19])[C:13]=3[CH:12]=2)[CH:8]=[CH:9][CH:10]=1)#[CH:4].Cl[Si](C)(C)C.Cl.[C:30](#[N:32])C, predict the reaction product. The product is: [CH3:19][C:18]1([CH3:20])[O:17][C:16](=[O:21])[NH:15][C:14]2[CH:22]=[CH:23][C:11]([C:7]3[CH:6]=[C:5]([C:3]#[C:4][C:30]#[N:32])[CH:10]=[CH:9][CH:8]=3)=[CH:12][C:13]1=2. (2) Given the reactants [C:1]([O:5][C:6]([N:8]1[CH2:13][CH2:12][C:11]([CH2:19][C:20](O)=[O:21])([C:14]([O:16][CH2:17][CH3:18])=[O:15])[CH2:10][CH2:9]1)=[O:7])([CH3:4])([CH3:3])[CH3:2].O1CCCC1.B.O.C(=O)([O-])[O-].[K+].[K+], predict the reaction product. The product is: [C:1]([O:5][C:6]([N:8]1[CH2:13][CH2:12][C:11]([C:14]([O:16][CH2:17][CH3:18])=[O:15])([CH2:19][CH2:20][OH:21])[CH2:10][CH2:9]1)=[O:7])([CH3:3])([CH3:4])[CH3:2]. (3) Given the reactants Br[CH2:2][C:3]1[C:12]([Cl:13])=[N:11][CH:10]=[CH:9][C:4]=1[C:5]([O:7]C)=O.Cl.[Cl:15][C:16]1[CH:17]=[C:18]([CH:27]([NH2:29])[CH3:28])[CH:19]=[N:20][C:21]=1[O:22][CH2:23][CH:24]([F:26])[F:25], predict the reaction product. The product is: [Cl:13][C:12]1[C:3]2[CH2:2][N:29]([CH:27]([C:18]3[CH:19]=[N:20][C:21]([O:22][CH2:23][CH:24]([F:25])[F:26])=[C:16]([Cl:15])[CH:17]=3)[CH3:28])[C:5](=[O:7])[C:4]=2[CH:9]=[CH:10][N:11]=1. (4) Given the reactants [CH3:1][N:2]1[CH2:6][CH2:5][N:4]=[C:3]1[C:7]1[CH:12]=[CH:11][C:10]([NH:13][C:14](=[O:38])[C:15]([CH:35]=[C:36]=[O:37])(OCC2C=CC=CC=2)[NH:16][C:17]([NH:19][C:20]2[CH:25]=[CH:24][C:23]([Cl:26])=[CH:22][CH:21]=2)=[O:18])=[CH:9][CH:8]=1.[OH-:39].[Na+], predict the reaction product. The product is: [CH3:1][N:2]1[CH2:6][CH2:5][N:4]=[C:3]1[C:7]1[CH:12]=[CH:11][C:10]([NH:13][C:14](=[O:38])[CH:15]([CH2:35][C:36]([OH:37])=[O:39])[NH:16][C:17]([NH:19][C:20]2[CH:25]=[CH:24][C:23]([Cl:26])=[CH:22][CH:21]=2)=[O:18])=[CH:9][CH:8]=1. (5) Given the reactants [I:1][CH2:2][C:3](O)=[O:4].[B-](F)(F)(F)F.CN(C(ON1C(=O)CCC1=O)=[N+](C)C)C.[C:26]([O:30][C:31](=[O:89])[CH2:32][CH2:33][CH2:34][CH2:35][CH2:36][CH2:37][CH2:38][CH2:39][CH2:40][CH2:41][CH2:42][CH2:43][CH2:44][CH2:45][CH2:46][CH2:47][CH2:48][CH2:49][C:50](=[O:88])[NH:51][C@H:52]([C:81]([O:83][C:84]([CH3:87])([CH3:86])[CH3:85])=[O:82])[CH2:53][CH2:54][C:55](=[O:80])[NH:56][CH2:57][CH2:58][O:59][CH2:60][CH2:61][O:62][CH2:63][C:64](=[O:79])[NH:65][CH2:66][CH2:67][O:68][CH2:69][CH2:70][O:71][CH2:72][C:73](=[O:78])[NH:74][CH2:75][CH2:76][NH2:77])([CH3:29])([CH3:28])[CH3:27], predict the reaction product. The product is: [C:26]([O:30][C:31](=[O:89])[CH2:32][CH2:33][CH2:34][CH2:35][CH2:36][CH2:37][CH2:38][CH2:39][CH2:40][CH2:41][CH2:42][CH2:43][CH2:44][CH2:45][CH2:46][CH2:47][CH2:48][CH2:49][C:50](=[O:88])[NH:51][C@H:52]([C:81]([O:83][C:84]([CH3:87])([CH3:86])[CH3:85])=[O:82])[CH2:53][CH2:54][C:55](=[O:80])[NH:56][CH2:57][CH2:58][O:59][CH2:60][CH2:61][O:62][CH2:63][C:64](=[O:79])[NH:65][CH2:66][CH2:67][O:68][CH2:69][CH2:70][O:71][CH2:72][C:73](=[O:78])[NH:74][CH2:75][CH2:76][NH:77][C:3](=[O:4])[CH2:2][I:1])([CH3:29])([CH3:27])[CH3:28]. (6) Given the reactants C([O-])(=O)C.[Na+].Cl.[NH2:7][OH:8].[C:9]1(=O)[CH:12]2[CH2:13][C:14]3[CH:15]=[CH:16][CH:17]=[CH:18][C:19]=3[CH:11]2[CH2:10]1, predict the reaction product. The product is: [C:9]1(=[N:7][OH:8])[CH:12]2[CH2:13][C:14]3[CH:15]=[CH:16][CH:17]=[CH:18][C:19]=3[CH:11]2[CH2:10]1. (7) Given the reactants C(NC(C)C)(C)C.[C:8]([C:11]1[CH:12]=[N:13][CH:14]=[CH:15][CH:16]=1)(=[O:10])[CH3:9].[CH3:17][C:18]1([CH3:32])[O:22][C@H:21]([C:23]2[C:24]([F:31])=[C:25]([CH:28]=[CH:29][CH:30]=2)[CH:26]=[O:27])[CH2:20][O:19]1.Cl, predict the reaction product. The product is: [CH3:17][C:18]1([CH3:32])[O:22][C@H:21]([C:23]2[C:24]([F:31])=[C:25]([CH:26]([OH:27])[CH2:9][C:8]([C:11]3[CH:12]=[N:13][CH:14]=[CH:15][CH:16]=3)=[O:10])[CH:28]=[CH:29][CH:30]=2)[CH2:20][O:19]1. (8) Given the reactants C[O:2][C:3](=[O:36])[CH2:4][CH2:5][C:6]1[CH:11]=[C:10]([CH3:12])[C:9]([C:13]2[NH:14][C:15]3[C:20]([CH:21]=2)=[CH:19][CH:18]=[C:17]([C:22](=[O:34])[NH:23][C:24]2[CH:29]=[CH:28][C:27]([C:30]([CH3:33])([CH3:32])[CH3:31])=[CH:26][CH:25]=2)[CH:16]=3)=[C:8]([CH3:35])[CH:7]=1.[OH-].[Na+].Cl, predict the reaction product. The product is: [C:30]([C:27]1[CH:28]=[CH:29][C:24]([NH:23][C:22]([C:17]2[CH:16]=[C:15]3[C:20]([CH:21]=[C:13]([C:9]4[C:8]([CH3:35])=[CH:7][C:6]([CH2:5][CH2:4][C:3]([OH:36])=[O:2])=[CH:11][C:10]=4[CH3:12])[NH:14]3)=[CH:19][CH:18]=2)=[O:34])=[CH:25][CH:26]=1)([CH3:33])([CH3:32])[CH3:31]. (9) Given the reactants [N:1]1([C:7]2[N:12]3[N:13]=[C:14]([NH2:16])[N:15]=[C:11]3[CH:10]=[CH:9][CH:8]=2)[CH2:6][CH2:5][CH2:4][CH2:3][CH2:2]1.Br[C:18]1[CH:23]=[CH:22][C:21]([N:24]2[CH:28]=[C:27]([CH3:29])[N:26]=[CH:25]2)=[C:20]([O:30][CH3:31])[CH:19]=1.C(Cl)Cl, predict the reaction product. The product is: [N:1]1([C:7]2[N:12]3[N:13]=[C:14]([NH:16][C:18]4[CH:23]=[CH:22][C:21]([N:24]5[CH:28]=[C:27]([CH3:29])[N:26]=[CH:25]5)=[C:20]([O:30][CH3:31])[CH:19]=4)[N:15]=[C:11]3[CH:10]=[CH:9][CH:8]=2)[CH2:6][CH2:5][CH2:4][CH2:3][CH2:2]1. (10) The product is: [CH3:67][O:66][C:64]1[CH:63]=[C:61]([NH:62][CH:15]([C:16]2[CH:17]=[CH:18][CH:19]=[CH:20][CH:21]=2)[C:14]([C:10]2[C:9]3[C:13](=[C:5]([CH2:4][CH2:3][N:2]([CH3:1])[CH3:23])[CH:6]=[CH:7][CH:8]=3)[NH:12][CH:11]=2)=[O:22])[CH:60]=[C:59]([O:58][CH3:57])[CH:65]=1. Given the reactants [CH3:1][N:2]([CH3:23])[CH2:3][CH2:4][C:5]1[CH:6]=[CH:7][CH:8]=[C:9]2[C:13]=1[NH:12][CH:11]=[C:10]2[C:14](=[O:22])[CH2:15][C:16]1[CH:21]=[CH:20][CH:19]=[CH:18][CH:17]=1.[Br-].[Br-].[Br-].C1([N+](C)(C)C)C=CC=CC=1.C1([N+](C)(C)C)C=CC=CC=1.C1([N+](C)(C)C)C=CC=CC=1.[CH3:57][O:58][C:59]1[CH:60]=[C:61]([CH:63]=[C:64]([O:66][CH3:67])[CH:65]=1)[NH2:62], predict the reaction product.